This data is from Full USPTO retrosynthesis dataset with 1.9M reactions from patents (1976-2016). The task is: Predict the reactants needed to synthesize the given product. Given the product [CH:39]1([CH2:42][O:43]/[N:44]=[C:1](/[C:4]2[C:34](=[O:35])[C@@:8]3([CH3:36])[C:9]4[C:15]([OH:16])=[CH:14][C:13]([O:17][CH3:18])=[C:12]([C:19]([NH:21][CH2:22][C:23]5[C:32]6[C:27](=[CH:28][CH:29]=[CH:30][CH:31]=6)[CH:26]=[CH:25][C:24]=5[CH3:33])=[O:20])[C:10]=4[O:11][C:7]3=[CH:6][C:5]=2[OH:37])\[CH3:2])[CH2:41][CH2:40]1, predict the reactants needed to synthesize it. The reactants are: [C:1]([C:4]1[C:34](=[O:35])[C@@:8]2([CH3:36])[C:9]3[C:15]([OH:16])=[CH:14][C:13]([O:17][CH3:18])=[C:12]([C:19]([NH:21][CH2:22][C:23]4[C:32]5[C:27](=[CH:28][CH:29]=[CH:30][CH:31]=5)[CH:26]=[CH:25][C:24]=4[CH3:33])=[O:20])[C:10]=3[O:11][C:7]2=[CH:6][C:5]=1[OH:37])(=O)[CH3:2].Cl.[CH:39]1([CH2:42][O:43][NH2:44])[CH2:41][CH2:40]1.C(=O)(O)[O-].[Na+].